From a dataset of Catalyst prediction with 721,799 reactions and 888 catalyst types from USPTO. Predict which catalyst facilitates the given reaction. (1) Reactant: [F:1][C:2]([F:14])([F:13])[O:3][C:4]1[CH:9]=[CH:8][C:7]([N:10]=[C:11]=[O:12])=[CH:6][CH:5]=1.[CH3:15][C:16]([CH3:19])([O-:18])[CH3:17].[K+]. Product: [F:1][C:2]([F:13])([F:14])[O:3][C:4]1[CH:5]=[CH:6][C:7]([NH:10][C:11](=[O:12])[O:18][C:16]([CH3:19])([CH3:17])[CH3:15])=[CH:8][CH:9]=1. The catalyst class is: 165. (2) Product: [F:25][C:26]([F:35])([F:36])[C:27]([C:2]1[CH:7]=[CH:6][C:5]([NH:8][CH3:18])=[C:4]([CH3:19])[CH:3]=1)([C:29]1[CH:34]=[CH:33][CH:32]=[CH:31][CH:30]=1)[OH:28]. Reactant: Br[C:2]1[CH:7]=[CH:6][C:5]([N:8]([CH3:18])S(C2C=CC=CC=2)(=O)=O)=[C:4]([CH3:19])[CH:3]=1.[Li]C(C)(C)C.[F:25][C:26]([F:36])([F:35])[C:27]([C:29]1[CH:34]=[CH:33][CH:32]=[CH:31][CH:30]=1)=[O:28].C(O)(C(F)(F)F)=O. The catalyst class is: 1. (3) Reactant: [CH2:1]([O:8][C:9]1[C:10]([O:24][CH3:25])=[CH:11][C:12]([C:18]2[N:22]=[C:21]([CH3:23])[O:20][N:19]=2)=[C:13]([CH:17]=1)[C:14](O)=[O:15])[C:2]1[CH:7]=[CH:6][CH:5]=[CH:4][CH:3]=1.S(Cl)([Cl:28])=O. Product: [CH2:1]([O:8][C:9]1[C:10]([O:24][CH3:25])=[CH:11][C:12]([C:18]2[N:22]=[C:21]([CH3:23])[O:20][N:19]=2)=[C:13]([CH:17]=1)[C:14]([Cl:28])=[O:15])[C:2]1[CH:7]=[CH:6][CH:5]=[CH:4][CH:3]=1. The catalyst class is: 885. (4) Reactant: [OH-].[Na+].[CH3:3][O:4]/[C:5](=[CH:10]\[C:11]1[CH:16]=[CH:15][C:14]([C:17]2[CH:22]=[CH:21][CH:20]=[C:19]([N:23]([CH3:32])[C:24]([NH:26][CH2:27][CH2:28][CH2:29][CH2:30][CH3:31])=[O:25])[CH:18]=2)=[CH:13][CH:12]=1)/[C:6]([O:8]C)=[O:7].C(O)(=O)C. Product: [CH3:3][O:4]/[C:5](=[CH:10]\[C:11]1[CH:12]=[CH:13][C:14]([C:17]2[CH:22]=[CH:21][CH:20]=[C:19]([N:23]([CH3:32])[C:24]([NH:26][CH2:27][CH2:28][CH2:29][CH2:30][CH3:31])=[O:25])[CH:18]=2)=[CH:15][CH:16]=1)/[C:6]([OH:8])=[O:7]. The catalyst class is: 7. (5) Reactant: Cl.[C:2]1([C:14]2[CH:19]=[CH:18][N:17]=[C:16]([NH:20][CH2:21][CH:22]3[CH2:27][CH2:26][NH:25][CH2:24][CH2:23]3)[N:15]=2)[C:12]2=[C:13]3[C:8](=[CH:9][CH:10]=[CH:11]2)[CH2:7][CH2:6][CH2:5][N:4]3[CH:3]=1.C(N(CC)C(C)C)(C)C.[Cl:37][C:38]1[CH:43]=[CH:42][C:41]([S:44](Cl)(=[O:46])=[O:45])=[CH:40][CH:39]=1.C(#N)C.O.[F:52][C:53]([F:58])([F:57])[C:54]([OH:56])=[O:55]. Product: [Cl:37][C:38]1[CH:43]=[CH:42][C:41]([S:44]([N:25]2[CH2:26][CH2:27][CH:22]([CH2:21][NH:20][C:16]3[N:15]=[C:14]([C:2]4[C:12]5=[C:13]6[C:8](=[CH:9][CH:10]=[CH:11]5)[CH2:7][CH2:6][CH2:5][N:4]6[CH:3]=4)[CH:19]=[CH:18][N:17]=3)[CH2:23][CH2:24]2)(=[O:46])=[O:45])=[CH:40][CH:39]=1.[F:52][C:53]([F:58])([F:57])[C:54]([O-:56])=[O:55]. The catalyst class is: 9. (6) Reactant: [F:1][C:2]([F:16])([F:15])[C:3]([C:9]1[S:13][C:12]([SH:14])=[N:11][CH:10]=1)([OH:8])[C:4]([F:7])([F:6])[F:5].Br[C:18]1[C:27]([CH3:28])=[C:26]2[C:21]([C:22]([C:30]3[CH:35]=[CH:34][C:33]([F:36])=[CH:32][CH:31]=3)=[CH:23][C:24](=[O:29])[O:25]2)=[CH:20][CH:19]=1.C(=O)([O-])[O-].[K+].[K+]. Product: [F:36][C:33]1[CH:32]=[CH:31][C:30]([C:22]2[C:21]3[C:26](=[C:27]([CH3:28])[C:18]([S:14][C:12]4[S:13][C:9]([C:3]([OH:8])([C:4]([F:7])([F:6])[F:5])[C:2]([F:15])([F:1])[F:16])=[CH:10][N:11]=4)=[CH:19][CH:20]=3)[O:25][C:24](=[O:29])[CH:23]=2)=[CH:35][CH:34]=1. The catalyst class is: 37. (7) Reactant: [CH3:1][O:2][C:3](=[O:12])[CH2:4][C:5]1[CH:6]=[N:7][CH:8]=[C:9](Br)[CH:10]=1.C1(P(C2CCCCC2)C2C=CC=CC=2C2C(OC)=CC=CC=2OC)CCCCC1.P([O-])([O-])([O-])=O.[K+].[K+].[K+].[CH2:50]([C:52]([C:70]1[CH:75]=[CH:74][C:73]([OH:76])=[C:72]([CH3:77])[CH:71]=1)([C:55]1[CH:60]=[CH:59][C:58](B2OC(C)(C)C(C)(C)O2)=[CH:57][CH:56]=1)[CH2:53][CH3:54])[CH3:51].[Cl-].[NH4+]. The catalyst class is: 493. Product: [CH3:1][O:2][C:3](=[O:12])[CH2:4][C:5]1[CH:6]=[N:7][CH:8]=[C:9]([C:58]2[CH:57]=[CH:56][C:55]([C:52]([CH2:53][CH3:54])([C:70]3[CH:75]=[CH:74][C:73]([OH:76])=[C:72]([CH3:77])[CH:71]=3)[CH2:50][CH3:51])=[CH:60][CH:59]=2)[CH:10]=1. (8) Reactant: [CH:1]1([CH:4]([N:8]2[CH:12]=[C:11]([C:13]3[N:18]4[CH:19]=[CH:20][N:21]=[C:17]4[CH:16]=[C:15]([C:22]4[N:26]5[CH2:27][CH2:28][NH:29][CH2:30][C:25]5=[N:24][CH:23]=4)[N:14]=3)[CH:10]=[N:9]2)[CH2:5][C:6]#[N:7])[CH2:3][CH2:2]1.C=O.[C:33](O[BH-](OC(=O)C)OC(=O)C)(=O)C.[Na+]. Product: [CH:1]1([CH:4]([N:8]2[CH:12]=[C:11]([C:13]3[N:18]4[CH:19]=[CH:20][N:21]=[C:17]4[CH:16]=[C:15]([C:22]4[N:26]5[CH2:27][CH2:28][N:29]([CH3:33])[CH2:30][C:25]5=[N:24][CH:23]=4)[N:14]=3)[CH:10]=[N:9]2)[CH2:5][C:6]#[N:7])[CH2:3][CH2:2]1. The catalyst class is: 61.